Dataset: Reaction yield outcomes from USPTO patents with 853,638 reactions. Task: Predict the reaction yield, written as a fraction of the theoretical maximum amount of product (1.0 means a 100% yield; for example, 0.34 means a 34% yield). (1) The reactants are [OH:1][C:2]1([C:20]2[CH:25]=[CH:24][C:23]([CH:26]([CH3:28])[CH3:27])=[CH:22][C:21]=2[O:29][CH3:30])[C:10](=[O:11])[C:9]2[C:4](=[C:5]([N+:16]([O-])=O)[CH:6]=[CH:7][C:8]=2[NH:12][C:13](=[O:15])[CH3:14])[C:3]1=[O:19].Cl.O. The catalyst is C(O)C.[Fe]. The product is [NH2:16][C:5]1[CH:6]=[CH:7][C:8]([NH:12][C:13](=[O:15])[CH3:14])=[C:9]2[C:4]=1[C:3](=[O:19])[C:2]([OH:1])([C:20]1[CH:25]=[CH:24][C:23]([CH:26]([CH3:27])[CH3:28])=[CH:22][C:21]=1[O:29][CH3:30])[C:10]2=[O:11]. The yield is 0.710. (2) The reactants are C[O:2][C:3](=[O:22])[C:4]1[CH:9]=[CH:8][C:7]([CH2:10][O:11][C:12]2[CH:17]=[C:16]([N+:18]([O-:20])=[O:19])[CH:15]=[C:14]([Cl:21])[CH:13]=2)=[CH:6][CH:5]=1.[OH-].[Na+]. The catalyst is CO. The product is [Cl:21][C:14]1[CH:13]=[C:12]([CH:17]=[C:16]([N+:18]([O-:20])=[O:19])[CH:15]=1)[O:11][CH2:10][C:7]1[CH:6]=[CH:5][C:4]([C:3]([OH:22])=[O:2])=[CH:9][CH:8]=1. The yield is 0.620.